From a dataset of Reaction yield outcomes from USPTO patents with 853,638 reactions. Predict the reaction yield, written as a fraction of the theoretical maximum amount of product (1.0 means a 100% yield; for example, 0.34 means a 34% yield). (1) The reactants are CS[C:3]1[N:4]=[N:5][C:6]([C:20]#[N:21])=[C:7]([N:9]2[CH2:15][CH2:14][C:13]3[CH:16]=[CH:17][CH:18]=[CH:19][C:12]=3[CH2:11][CH2:10]2)[N:8]=1.[NH2:22][CH2:23][CH:24]1[CH2:26][CH2:25]1. The catalyst is O1CCOCC1. The product is [CH:24]1([CH2:23][NH:22][C:3]2[N:4]=[N:5][C:6]([C:20]#[N:21])=[C:7]([N:9]3[CH2:15][CH2:14][C:13]4[CH:16]=[CH:17][CH:18]=[CH:19][C:12]=4[CH2:11][CH2:10]3)[N:8]=2)[CH2:26][CH2:25]1. The yield is 0.350. (2) The reactants are Br[C:2]1[O:6][C:5]([C:7]([O:9][CH3:10])=[O:8])=[CH:4][CH:3]=1.[C:11]([C:13]1[CH:18]=[CH:17][CH:16]=[CH:15][C:14]=1[F:19])#[CH:12].C(N(CC)CC)C. The catalyst is [Cu]I.C1COCC1. The product is [CH3:10][O:9][C:7]([C:5]1[O:6][C:2]([C:12]#[C:11][C:13]2[CH:18]=[CH:17][CH:16]=[CH:15][C:14]=2[F:19])=[CH:3][CH:4]=1)=[O:8]. The yield is 0.730.